From a dataset of Full USPTO retrosynthesis dataset with 1.9M reactions from patents (1976-2016). Predict the reactants needed to synthesize the given product. (1) Given the product [OH:2][NH:1][S:14]([C:11]1[CH:12]=[CH:13][C:8]([S:5]([CH3:4])(=[O:7])=[O:6])=[CH:9][CH:10]=1)(=[O:16])=[O:15], predict the reactants needed to synthesize it. The reactants are: [NH2:1][OH:2].O.[CH3:4][S:5]([C:8]1[CH:13]=[CH:12][C:11]([S:14](Cl)(=[O:16])=[O:15])=[CH:10][CH:9]=1)(=[O:7])=[O:6].S(Cl)(Cl)(=O)=O. (2) Given the product [Cl:39][C:36]1[S:35][C:34]([S:31]([NH:30][C:19]2[C:20]3[C:25](=[CH:24][CH:23]=[CH:22][C:21]=3[C:26]([OH:29])([CH3:27])[CH3:28])[N:17]([CH2:16][C:12]3[CH:11]=[C:10]([CH2:9][NH:8][C:45](=[O:46])[C:44]([OH:43])([CH3:49])[CH3:48])[CH:15]=[CH:14][CH:13]=3)[N:18]=2)(=[O:33])=[O:32])=[CH:38][CH:37]=1, predict the reactants needed to synthesize it. The reactants are: C(N(CC)CC)C.[NH2:8][CH2:9][C:10]1[CH:11]=[C:12]([CH2:16][N:17]2[C:25]3[C:20](=[C:21]([C:26]([OH:29])([CH3:28])[CH3:27])[CH:22]=[CH:23][CH:24]=3)[C:19]([NH:30][S:31]([C:34]3[S:35][C:36]([Cl:39])=[CH:37][CH:38]=3)(=[O:33])=[O:32])=[N:18]2)[CH:13]=[CH:14][CH:15]=1.C([O:43][C:44]([CH3:49])([CH3:48])[C:45](Cl)=[O:46])(=O)C.C(=O)([O-])[O-].[K+].[K+]. (3) Given the product [Br:1][C:2]1[C:6]2[CH:7]=[C:8]([O:11][CH3:12])[CH:9]=[CH:10][C:5]=2[O:4][C:3]=1[CH:13]([NH:21][C:22]1[CH:23]=[CH:24][C:25]([C:26]([O:28][CH3:29])=[O:27])=[CH:30][CH:31]=1)[CH:15]1[CH2:20][CH2:19][CH2:18][CH2:17][CH2:16]1, predict the reactants needed to synthesize it. The reactants are: [Br:1][C:2]1[C:6]2[CH:7]=[C:8]([O:11][CH3:12])[CH:9]=[CH:10][C:5]=2[O:4][C:3]=1[C:13]([CH:15]1[CH2:20][CH2:19][CH2:18][CH2:17][CH2:16]1)=O.[NH2:21][C:22]1[CH:31]=[CH:30][C:25]([C:26]([O:28][CH3:29])=[O:27])=[CH:24][CH:23]=1.C(=O)([O-])O.[Na+].C([BH3-])#N.[Na+]. (4) Given the product [CH3:1][O:2][C:3](=[O:22])[CH:4]([C:14]1[CH:19]=[CH:18][C:17]([O:20][CH3:21])=[CH:16][CH:15]=1)[CH2:5][C:6]1[C:7]([NH:23][C:24]2[CH:29]=[CH:28][CH:27]=[CH:26][CH:25]=2)=[N:8][C:9]([NH:23][C:24]2[CH:29]=[CH:28][CH:27]=[CH:26][CH:25]=2)=[N:10][CH:11]=1, predict the reactants needed to synthesize it. The reactants are: [CH3:1][O:2][C:3](=[O:22])[CH:4]([C:14]1[CH:19]=[CH:18][C:17]([O:20][CH3:21])=[CH:16][CH:15]=1)[CH2:5][C:6]1[C:7](Cl)=[N:8][C:9](Cl)=[N:10][CH:11]=1.[NH2:23][C:24]1[CH:29]=[CH:28][CH:27]=[CH:26][CH:25]=1. (5) The reactants are: [Cl:1][C:2]1[C:14]([Cl:15])=[CH:13][CH:12]=[C:11]2[C:3]=1[C:4]1[CH2:5][CH2:6][CH:7]([CH3:25])[C:8]([C:21]([F:24])([F:23])[F:22])([O:16][Si](C)(C)C)[C:9]=1[NH:10]2.[OH-].[K+].CCO. Given the product [Cl:1][C:2]1[C:14]([Cl:15])=[CH:13][CH:12]=[C:11]2[C:3]=1[C:4]1[CH2:5][CH2:6][CH:7]([CH3:25])[C:8]([C:21]([F:22])([F:23])[F:24])([OH:16])[C:9]=1[NH:10]2, predict the reactants needed to synthesize it. (6) Given the product [CH3:12][O:11][C:4]1[CH:3]=[C:2]([NH:1][C:22]([NH:21][C:18]2[CH:17]=[CH:16][C:15]([C:14]([F:13])([F:24])[F:25])=[CH:20][CH:19]=2)=[O:23])[CH:10]=[CH:9][C:5]=1[C:6]([OH:8])=[O:7], predict the reactants needed to synthesize it. The reactants are: [NH2:1][C:2]1[CH:10]=[CH:9][C:5]([C:6]([OH:8])=[O:7])=[C:4]([O:11][CH3:12])[CH:3]=1.[F:13][C:14]([F:25])([F:24])[C:15]1[CH:20]=[CH:19][C:18]([N:21]=[C:22]=[O:23])=[CH:17][CH:16]=1. (7) Given the product [F:12][C:9]([F:10])([F:11])[C:7]1[CH:6]=[C:5]([C@H:13]2[O:18][C:17](=[O:19])[N:16]([CH2:20][C:21]3[C:26]([C:27]4[CH:32]=[C:31]([CH:33]([CH3:35])[CH3:34])[C:30]([F:36])=[CH:29][C:28]=4[O:37][CH3:38])=[CH:25][CH:24]=[C:23]([CH:39]([CH3:41])[CH3:40])[N:22]=3)[C@@H:15]([CH3:42])[CH2:14]2)[CH:4]=[C:3]([C:2]([F:1])([F:43])[F:44])[CH:8]=1, predict the reactants needed to synthesize it. The reactants are: [F:1][C:2]([F:44])([F:43])[C:3]1[CH:4]=[C:5]([C@H:13]2[O:18][C:17](=[O:19])[N:16]([CH2:20][C:21]3[C:26]([C:27]4[CH:32]=[C:31]([CH:33]([CH3:35])[CH3:34])[C:30]([F:36])=[CH:29][C:28]=4[O:37][CH3:38])=[CH:25][CH:24]=[C:23]([C:39]([CH3:41])=[CH2:40])[N:22]=3)[C@@H:15]([CH3:42])[CH2:14]2)[CH:6]=[C:7]([C:9]([F:12])([F:11])[F:10])[CH:8]=1.[H][H]. (8) Given the product [C:7]([C:6]1[C:5]([CH3:9])=[C:4]([CH2:10][CH3:11])[S:3][C:2]=1[NH:1][C:21]([NH:20][C:12](=[O:19])[C:13]1[CH:14]=[CH:15][CH:16]=[CH:17][CH:18]=1)=[O:22])#[N:8], predict the reactants needed to synthesize it. The reactants are: [NH2:1][C:2]1[S:3][C:4]([CH2:10][CH3:11])=[C:5]([CH3:9])[C:6]=1[C:7]#[N:8].[C:12]([N:20]=[C:21]=[O:22])(=[O:19])[C:13]1[CH:18]=[CH:17][CH:16]=[CH:15][CH:14]=1. (9) Given the product [NH2:16][C:3]1[C:4](=[O:15])[NH:5][C:6](=[S:14])[N:7]([CH2:8][C:9]2[CH:13]=[CH:12][NH:11][N:10]=2)[C:2]=1[NH2:1], predict the reactants needed to synthesize it. The reactants are: [NH2:1][C:2]1[N:7]([CH2:8][C:9]2[CH:13]=[CH:12][NH:11][N:10]=2)[C:6](=[S:14])[NH:5][C:4](=[O:15])[CH:3]=1.[N:16]([O-])=O.[Na+].S(S([O-])=O)([O-])=O.[Na+].[Na+]. (10) Given the product [CH:15]1([C:20]2[S:29][C:28]3[NH:27][C:26]4[CH:30]=[CH:31][CH:32]=[CH:33][C:25]=4[N:24]=[C:23]([N:13]4[CH2:12][CH2:11][NH:10][C@@H:9]([CH2:1][CH2:2][C:3]5[CH:4]=[CH:5][CH:6]=[CH:7][CH:8]=5)[CH2:14]4)[C:22]=3[N:21]=2)[CH2:16][CH2:17][CH2:18][CH2:19]1, predict the reactants needed to synthesize it. The reactants are: [CH2:1]([C@H:9]1[CH2:14][NH:13][CH2:12][CH2:11][NH:10]1)[CH2:2][C:3]1[CH:8]=[CH:7][CH:6]=[CH:5][CH:4]=1.[CH:15]1([C:20]2[S:29][C:28]3[NH:27][C:26]4[CH:30]=[CH:31][CH:32]=[CH:33][C:25]=4[NH:24][C:23](=S)[C:22]=3[N:21]=2)[CH2:19][CH2:18][CH2:17][CH2:16]1.